The task is: Predict the product of the given reaction.. This data is from Forward reaction prediction with 1.9M reactions from USPTO patents (1976-2016). (1) Given the reactants [CH3:1][C:2]1([C:34]([O:36]CC)=[O:35])[CH2:7][CH2:6][CH:5]([CH2:8][C:9]2[C:14]3[C:15]([CH3:18])=[N:16][NH:17][C:13]=3[N:12]3[N:19]=[CH:20][C:21]([C:22]4[CH:23]=[N:24][C:25]([C:28]5[CH:33]=[CH:32][CH:31]=[CH:30][CH:29]=5)=[CH:26][CH:27]=4)=[C:11]3[N:10]=2)[CH2:4][CH2:3]1.C1COCC1.O[Li].O.Cl, predict the reaction product. The product is: [CH3:1][C:2]1([C:34]([OH:36])=[O:35])[CH2:3][CH2:4][CH:5]([CH2:8][C:9]2[C:14]3[C:15]([CH3:18])=[N:16][NH:17][C:13]=3[N:12]3[N:19]=[CH:20][C:21]([C:22]4[CH:23]=[N:24][C:25]([C:28]5[CH:29]=[CH:30][CH:31]=[CH:32][CH:33]=5)=[CH:26][CH:27]=4)=[C:11]3[N:10]=2)[CH2:6][CH2:7]1. (2) Given the reactants [OH:1][CH:2]1[CH2:20][CH:19]2[N:4]([C:5](=[O:39])[CH:6]([NH:31][C:32]([O:34][C:35]([CH3:38])([CH3:37])[CH3:36])=[O:33])[CH2:7][CH2:8][CH2:9][O:10][CH2:11][CH:12]=[CH:13][CH:14]3[C:16]([C:22]([NH:24][S:25]([CH:28]4[CH2:30][CH2:29]4)(=[O:27])=[O:26])=[O:23])([NH:17][C:18]2=[O:21])[CH2:15]3)[CH2:3]1.[C:40]([C:44]1[CH:49]=[CH:48][CH:47]=[CH:46][C:45]=1[N:50]=[C:51]=[O:52])([O:42][CH3:43])=[O:41], predict the reaction product. The product is: [C:40]([C:44]1[CH:49]=[CH:48][CH:47]=[CH:46][C:45]=1[NH:50][C:51]([O:1][CH:2]1[CH2:20][CH:19]2[N:4]([C:5](=[O:39])[CH:6]([NH:31][C:32]([O:34][C:35]([CH3:36])([CH3:38])[CH3:37])=[O:33])[CH2:7][CH2:8][CH2:9][O:10][CH2:11][CH:12]=[CH:13][CH:14]3[C:16]([C:22]([NH:24][S:25]([CH:28]4[CH2:29][CH2:30]4)(=[O:26])=[O:27])=[O:23])([NH:17][C:18]2=[O:21])[CH2:15]3)[CH2:3]1)=[O:52])([O:42][CH3:43])=[O:41]. (3) The product is: [NH2:17][C:10]1[CH:9]=[CH:8][C:7]([CH2:6][NH:5][S:2]([CH3:1])(=[O:4])=[O:3])=[CH:16][C:11]=1[C:12]([O:14][CH3:15])=[O:13]. Given the reactants [CH3:1][S:2]([NH:5][CH2:6][C:7]1[CH:8]=[CH:9][C:10]([N+:17]([O-])=O)=[C:11]([CH:16]=1)[C:12]([O:14][CH3:15])=[O:13])(=[O:4])=[O:3], predict the reaction product. (4) Given the reactants [C:1]([C:5]1[CH:10]=[CH:9][C:8]([NH:11][C:12](=[O:29])[C:13]2[CH:18]=[CH:17][C:16]([OH:19])=[C:15]([N:20]([C:22]3[C:27]([Cl:28])=[CH:26][CH:25]=[CH:24][N:23]=3)[CH3:21])[CH:14]=2)=[CH:7][CH:6]=1)([CH3:4])([CH3:3])[CH3:2].C(=O)([O-])[O-].[K+].[K+].Br[CH2:37][C:38]([O:40][CH3:41])=[O:39], predict the reaction product. The product is: [C:1]([C:5]1[CH:10]=[CH:9][C:8]([NH:11][C:12](=[O:29])[C:13]2[CH:18]=[CH:17][C:16]([O:19][CH2:37][C:38]([O:40][CH3:41])=[O:39])=[C:15]([N:20]([C:22]3[C:27]([Cl:28])=[CH:26][CH:25]=[CH:24][N:23]=3)[CH3:21])[CH:14]=2)=[CH:7][CH:6]=1)([CH3:4])([CH3:2])[CH3:3].